This data is from Forward reaction prediction with 1.9M reactions from USPTO patents (1976-2016). The task is: Predict the product of the given reaction. (1) Given the reactants [F:1][CH:2]([F:47])[C:3]([NH:5][CH2:6][CH2:7][N:8]1[C:13]2[CH:14]=[C:15]([C:22]([N:24]([CH:41]([CH3:43])[CH3:42])[C@H:25]3[CH2:30][N:29]([C:31]([O:33][C:34]([CH3:37])([CH3:36])[CH3:35])=[O:32])[C@@H:28]([CH2:38][CH2:39][OH:40])[CH2:27][CH2:26]3)=[O:23])[C:16]([C:18]([F:21])([F:20])[F:19])=[CH:17][C:12]=2[O:11][C:10]([CH3:45])([CH3:44])[C:9]1=[O:46])=[O:4].C[N+]1([O-])CCOCC1, predict the reaction product. The product is: [F:47][CH:2]([F:1])[C:3]([NH:5][CH2:6][CH2:7][N:8]1[C:13]2[CH:14]=[C:15]([C:22]([N:24]([CH:41]([CH3:42])[CH3:43])[C@H:25]3[CH2:30][N:29]([C:31]([O:33][C:34]([CH3:36])([CH3:37])[CH3:35])=[O:32])[C@@H:28]([CH2:38][CH:39]=[O:40])[CH2:27][CH2:26]3)=[O:23])[C:16]([C:18]([F:20])([F:21])[F:19])=[CH:17][C:12]=2[O:11][C:10]([CH3:45])([CH3:44])[C:9]1=[O:46])=[O:4]. (2) Given the reactants CCN(C(C)C)C(C)C.[CH3:10][Si:11]([CH3:16])([CH3:15])[CH2:12][C:13]#[CH:14].[CH2:17]([C:19]1[C:20]([C:27]([O:29][CH3:30])=[O:28])=[C:21]([CH:25]=[O:26])[NH:22][C:23]=1I)[CH3:18], predict the reaction product. The product is: [CH2:17]([C:19]1[C:20]([C:27]([O:29][CH3:30])=[O:28])=[C:21]([CH:25]=[O:26])[NH:22][C:23]=1[C:14]#[C:13][CH2:12][Si:11]([CH3:16])([CH3:15])[CH3:10])[CH3:18]. (3) Given the reactants [F:1][C:2]([F:15])([F:14])[S:3]([O:6]S(C(F)(F)F)(=O)=O)(=[O:5])=[O:4].O[C:17]1[CH:22]=[CH:21][C:20]([CH2:23][CH:24]([C:31]2[CH:36]=[CH:35][CH:34]=[CH:33][CH:32]=2)[CH2:25][C:26]([O:28][CH2:29][CH3:30])=[O:27])=[CH:19][CH:18]=1.N1C(C)=CC=CC=1C, predict the reaction product. The product is: [C:31]1([CH:24]([CH2:23][C:20]2[CH:21]=[CH:22][C:17]([O:6][S:3]([C:2]([F:15])([F:14])[F:1])(=[O:5])=[O:4])=[CH:18][CH:19]=2)[CH2:25][C:26]([O:28][CH2:29][CH3:30])=[O:27])[CH:32]=[CH:33][CH:34]=[CH:35][CH:36]=1.